Task: Predict the reaction yield, written as a fraction of the theoretical maximum amount of product (1.0 means a 100% yield; for example, 0.34 means a 34% yield).. Dataset: Reaction yield outcomes from USPTO patents with 853,638 reactions The reactants are [F:1][C:2]([F:14])([F:13])[C:3]1[CH:8]=[CH:7][CH:6]=[CH:5][C:4]=1[CH2:9][C:10]([OH:12])=[O:11].[C:15](OC(O[C:15]([CH3:18])([CH3:17])[CH3:16])N(C)C)([CH3:18])([CH3:17])[CH3:16]. The catalyst is C1(C)C=CC=CC=1. The product is [F:1][C:2]([F:13])([F:14])[C:3]1[CH:8]=[CH:7][CH:6]=[CH:5][C:4]=1[CH2:9][C:10]([O:12][C:15]([CH3:18])([CH3:17])[CH3:16])=[O:11]. The yield is 0.810.